From a dataset of Forward reaction prediction with 1.9M reactions from USPTO patents (1976-2016). Predict the product of the given reaction. Given the reactants [C:1]([O:5][C:6]([N:8]1[CH:13]([CH2:14][CH3:15])[CH2:12][CH:11]([N:16]([CH2:24][C:25]2[CH:30]=[C:29]([C:31]([F:34])([F:33])[F:32])[CH:28]=[C:27]([C:35]([F:38])([F:37])[F:36])[CH:26]=2)[C:17]2[N:22]=[CH:21][C:20]([OH:23])=[CH:19][N:18]=2)[CH2:10][CH:9]1[CH2:39][C:40]1[CH:45]=[CH:44][CH:43]=[CH:42][CH:41]=1)=[O:7])([CH3:4])([CH3:3])[CH3:2].[H-].[Na+].[CH3:48][O:49][C:50](=[O:53])[CH2:51]Br.C(O)(=O)CC(CC(O)=O)(C(O)=O)O, predict the reaction product. The product is: [C:1]([O:5][C:6]([N:8]1[CH:13]([CH2:14][CH3:15])[CH2:12][CH:11]([N:16]([CH2:24][C:25]2[CH:30]=[C:29]([C:31]([F:32])([F:33])[F:34])[CH:28]=[C:27]([C:35]([F:36])([F:37])[F:38])[CH:26]=2)[C:17]2[N:18]=[CH:19][C:20]([O:23][CH2:51][C:50]([O:49][CH3:48])=[O:53])=[CH:21][N:22]=2)[CH2:10][CH:9]1[CH2:39][C:40]1[CH:41]=[CH:42][CH:43]=[CH:44][CH:45]=1)=[O:7])([CH3:2])([CH3:3])[CH3:4].